The task is: Predict the product of the given reaction.. This data is from Forward reaction prediction with 1.9M reactions from USPTO patents (1976-2016). (1) The product is: [NH2:34][C:32]1[CH:31]=[CH:30][C:29]([Cl:35])=[C:28]([C:21]2[C:22](=[O:27])[N:23]([CH3:26])[C:24]3[C:19]([CH:20]=2)=[CH:18][N:17]=[C:16]([NH:15][CH3:14])[CH:25]=3)[CH:33]=1. Given the reactants FC(F)(F)C(O)=O.COC1C=CC([CH2:14][N:15](C)[C:16]2[CH:25]=[C:24]3[C:19]([CH:20]=[C:21]([C:28]4[CH:33]=[C:32]([NH2:34])[CH:31]=[CH:30][C:29]=4[Cl:35])[C:22](=[O:27])[N:23]3[CH3:26])=[CH:18][N:17]=2)=CC=1, predict the reaction product. (2) Given the reactants [Na].[C:2]([CH2:4][C:5](=[O:8])[CH2:6]C)#[N:3].S(=O)(=O)(O)O.[CH2:14]([OH:17])[CH2:15]O.[OH-].[Na+].[C:20]1(C)C=CC=CC=1, predict the reaction product. The product is: [CH3:6][C:5]1([CH:4]([CH3:20])[C:2]#[N:3])[O:8][CH2:15][CH2:14][O:17]1. (3) Given the reactants [ClH:1].C(OCC)C.[CH2:7]([NH:11][C:12]1[N:17]=[C:16]([NH:18][CH3:19])[N:15]=[C:14]([NH:20][CH2:21][CH2:22][CH3:23])[N:13]=1)[CH2:8][C:9]#[CH:10], predict the reaction product. The product is: [ClH:1].[CH2:7]([NH:11][C:12]1[N:17]=[C:16]([NH:18][CH3:19])[N:15]=[C:14]([NH:20][CH2:21][CH2:22][CH3:23])[N:13]=1)[CH2:8][C:9]#[CH:10]. (4) Given the reactants [S:1]1[CH:5]=[CH:4][C:3](B(O)O)=[CH:2]1.[NH2:9][C:10]1[CH:17]=[CH:16][CH:15]=[C:14](Br)[C:11]=1[C:12]#[N:13], predict the reaction product. The product is: [NH2:9][C:10]1[CH:17]=[CH:16][CH:15]=[C:14]([C:3]2[CH:4]=[CH:5][S:1][CH:2]=2)[C:11]=1[C:12]#[N:13]. (5) Given the reactants [CH3:1][O:2][C:3]1[CH:8]=[CH:7][C:6]([CH:9](C(OCC)=O)[C:10]([O:12]CC)=[O:11])=[C:5]([N+:20]([O-:22])=[O:21])[CH:4]=1.[OH-].[Na+], predict the reaction product. The product is: [CH3:1][O:2][C:3]1[CH:8]=[CH:7][C:6]([CH2:9][C:10]([OH:12])=[O:11])=[C:5]([N+:20]([O-:22])=[O:21])[CH:4]=1. (6) Given the reactants [CH3:1][N:2]([CH3:16])[CH2:3][C:4]1[N:8]2[CH:9]=[C:10]([N+:13]([O-])=O)[CH:11]=[CH:12][C:7]2=[N:6][N:5]=1.C(O)C, predict the reaction product. The product is: [CH3:16][N:2]([CH2:3][C:4]1[N:8]2[CH:9]=[C:10]([NH2:13])[CH:11]=[CH:12][C:7]2=[N:6][N:5]=1)[CH3:1]. (7) Given the reactants [B:1]([OH:4])([OH:3])[OH:2].[N:5]1[C:12]([NH2:13])=[N:11][C:9]([NH2:10])=[N:8][C:6]=1[NH2:7].C(=O)([O-])[O-].[Ca+2], predict the reaction product. The product is: [B:1]([OH:4])([OH:3])[OH:2].[N:5]1[C:12]([NH2:13])=[N:11][C:9]([NH2:10])=[N:8][C:6]=1[NH2:7].